Predict the product of the given reaction. From a dataset of Forward reaction prediction with 1.9M reactions from USPTO patents (1976-2016). (1) Given the reactants Cl[C:2]1[C:11]2[C:6](=[CH:7][CH:8]=[CH:9][CH:10]=2)[N:5]=[C:4]([C:12]2[CH:17]=[CH:16][CH:15]=[CH:14][C:13]=2[F:18])[N:3]=1.[NH:19]1[C:27]2[CH:26]=[CH:25][N:24]=[CH:23][C:22]=2[CH2:21][CH2:20]1.C(=O)([O-])[O-].[Cs+].[Cs+], predict the reaction product. The product is: [N:19]1([C:2]2[C:11]3[C:6](=[CH:7][CH:8]=[CH:9][CH:10]=3)[N:5]=[C:4]([C:12]3[CH:17]=[CH:16][CH:15]=[CH:14][C:13]=3[F:18])[N:3]=2)[C:27]2[CH:26]=[CH:25][N:24]=[CH:23][C:22]=2[CH2:21][CH2:20]1. (2) Given the reactants C[O:2][C:3]([C:5]1[CH:10]=[CH:9][CH:8]=[C:7]([C:11]2[C:12]([C:19]3[C:28]4[C:23](=[CH:24][CH:25]=[CH:26][CH:27]=4)[N:22]=[CH:21][CH:20]=3)=[C:13]3[CH2:18][CH2:17][CH2:16][N:14]3[N:15]=2)[N:6]=1)=O.[BH4-].[Li+].Cl, predict the reaction product. The product is: [N:22]1[C:23]2[C:28](=[CH:27][CH:26]=[CH:25][CH:24]=2)[C:19]([C:12]2[C:11]([C:7]3[N:6]=[C:5]([CH2:3][OH:2])[CH:10]=[CH:9][CH:8]=3)=[N:15][N:14]3[CH2:16][CH2:17][CH2:18][C:13]=23)=[CH:20][CH:21]=1.